Task: Regression. Given two drug SMILES strings and cell line genomic features, predict the synergy score measuring deviation from expected non-interaction effect.. Dataset: NCI-60 drug combinations with 297,098 pairs across 59 cell lines (1) Drug 1: C1CC(=O)NC(=O)C1N2C(=O)C3=CC=CC=C3C2=O. Drug 2: B(C(CC(C)C)NC(=O)C(CC1=CC=CC=C1)NC(=O)C2=NC=CN=C2)(O)O. Cell line: COLO 205. Synergy scores: CSS=46.2, Synergy_ZIP=-7.71, Synergy_Bliss=-10.6, Synergy_Loewe=-49.0, Synergy_HSA=-6.31. (2) Drug 1: CC12CCC3C(C1CCC2O)C(CC4=C3C=CC(=C4)O)CCCCCCCCCS(=O)CCCC(C(F)(F)F)(F)F. Drug 2: C(CC(=O)O)C(=O)CN.Cl. Cell line: SNB-75. Synergy scores: CSS=2.23, Synergy_ZIP=-3.26, Synergy_Bliss=-2.50, Synergy_Loewe=-2.90, Synergy_HSA=-2.79. (3) Drug 2: CCCCCOC(=O)NC1=NC(=O)N(C=C1F)C2C(C(C(O2)C)O)O. Synergy scores: CSS=15.1, Synergy_ZIP=-1.73, Synergy_Bliss=0.649, Synergy_Loewe=0.247, Synergy_HSA=2.29. Cell line: SF-539. Drug 1: C1CC(C1)(C(=O)O)C(=O)O.[NH2-].[NH2-].[Pt+2]. (4) Drug 1: CN(C)N=NC1=C(NC=N1)C(=O)N. Drug 2: C1=NC2=C(N1)C(=S)N=C(N2)N. Cell line: NCI-H460. Synergy scores: CSS=47.3, Synergy_ZIP=-5.51, Synergy_Bliss=-3.84, Synergy_Loewe=-3.27, Synergy_HSA=0.166. (5) Drug 1: CC1C(C(CC(O1)OC2CC(CC3=C2C(=C4C(=C3O)C(=O)C5=C(C4=O)C(=CC=C5)OC)O)(C(=O)CO)O)N)O.Cl. Drug 2: CC1=C(N=C(N=C1N)C(CC(=O)N)NCC(C(=O)N)N)C(=O)NC(C(C2=CN=CN2)OC3C(C(C(C(O3)CO)O)O)OC4C(C(C(C(O4)CO)O)OC(=O)N)O)C(=O)NC(C)C(C(C)C(=O)NC(C(C)O)C(=O)NCCC5=NC(=CS5)C6=NC(=CS6)C(=O)NCCC[S+](C)C)O. Cell line: A549. Synergy scores: CSS=35.7, Synergy_ZIP=3.87, Synergy_Bliss=4.89, Synergy_Loewe=4.72, Synergy_HSA=8.37. (6) Drug 1: C1C(C(OC1N2C=C(C(=O)NC2=O)F)CO)O. Drug 2: CCCCC(=O)OCC(=O)C1(CC(C2=C(C1)C(=C3C(=C2O)C(=O)C4=C(C3=O)C=CC=C4OC)O)OC5CC(C(C(O5)C)O)NC(=O)C(F)(F)F)O. Cell line: NCI-H522. Synergy scores: CSS=20.9, Synergy_ZIP=-0.454, Synergy_Bliss=-2.24, Synergy_Loewe=-3.28, Synergy_HSA=-3.11.